Dataset: Peptide-MHC class I binding affinity with 185,985 pairs from IEDB/IMGT. Task: Regression. Given a peptide amino acid sequence and an MHC pseudo amino acid sequence, predict their binding affinity value. This is MHC class I binding data. (1) The peptide sequence is LTKQYLNLY. The MHC is HLA-A01:01 with pseudo-sequence HLA-A01:01. The binding affinity (normalized) is 0.590. (2) The peptide sequence is SWYNIWVNL. The MHC is H-2-Kb with pseudo-sequence H-2-Kb. The binding affinity (normalized) is 0.548. (3) The peptide sequence is GLADQLIHL. The MHC is HLA-A02:19 with pseudo-sequence HLA-A02:19. The binding affinity (normalized) is 0.733. (4) The MHC is HLA-A25:01 with pseudo-sequence HLA-A25:01. The binding affinity (normalized) is 0.0847. The peptide sequence is LPPVVPPLI. (5) The peptide sequence is KYKPVYSYV. The MHC is H-2-Kd with pseudo-sequence H-2-Kd. The binding affinity (normalized) is 0.977. (6) The peptide sequence is YAKKFKTGM. The MHC is HLA-A02:01 with pseudo-sequence HLA-A02:01. The binding affinity (normalized) is 0.0847. (7) The peptide sequence is NFSIIELPY. The MHC is HLA-A33:01 with pseudo-sequence HLA-A33:01. The binding affinity (normalized) is 0.0329. (8) The peptide sequence is LLGTFTWTL. The MHC is HLA-A02:02 with pseudo-sequence HLA-A02:02. The binding affinity (normalized) is 0.622. (9) The peptide sequence is SPCKIPFEI. The MHC is HLA-B53:01 with pseudo-sequence HLA-B53:01. The binding affinity (normalized) is 0.338. (10) The peptide sequence is AADSFATSY. The MHC is HLA-A68:02 with pseudo-sequence HLA-A68:02. The binding affinity (normalized) is 0.0847.